The task is: Regression. Given two drug SMILES strings and cell line genomic features, predict the synergy score measuring deviation from expected non-interaction effect.. This data is from NCI-60 drug combinations with 297,098 pairs across 59 cell lines. (1) Drug 1: C1C(C(OC1N2C=C(C(=O)NC2=O)F)CO)O. Drug 2: C1=NC2=C(N=C(N=C2N1C3C(C(C(O3)CO)O)O)F)N. Cell line: NCIH23. Synergy scores: CSS=28.2, Synergy_ZIP=-7.58, Synergy_Bliss=-3.50, Synergy_Loewe=-16.5, Synergy_HSA=-2.16. (2) Drug 1: COC1=CC(=CC(=C1O)OC)C2C3C(COC3=O)C(C4=CC5=C(C=C24)OCO5)OC6C(C(C7C(O6)COC(O7)C8=CC=CS8)O)O. Drug 2: C1=NC2=C(N=C(N=C2N1C3C(C(C(O3)CO)O)F)Cl)N. Cell line: K-562. Synergy scores: CSS=48.3, Synergy_ZIP=-8.03, Synergy_Bliss=-7.89, Synergy_Loewe=-5.01, Synergy_HSA=-1.15.